Dataset: Forward reaction prediction with 1.9M reactions from USPTO patents (1976-2016). Task: Predict the product of the given reaction. (1) Given the reactants FC(F)(F)C([O-])=O.[F:8][C:9]1[CH:14]=[CH:13][C:12]([CH2:15][CH2:16][C:17](=O)[CH2:18][N+]2C=CC=CC=2)=[CH:11][CH:10]=1.C(OC(=O)[NH:32][C@@H:33]([C:37]([CH:39]1[C:44](=O)OC(C)(C)O[C:40]1=[O:48])=O)[CH:34]([CH3:36])[CH3:35])(C)(C)C.[NH4+:50].[OH-].C([C:54]1[CH:68]=[CH:67][C:57]([C:58]([NH:60][CH2:61][C:62]2[O:63][CH:64]=[CH:65][CH:66]=2)=[O:59])=[CH:56][CH:55]=1)=O, predict the reaction product. The product is: [F:8][C:9]1[CH:10]=[CH:11][C:12]([CH2:15][CH2:16][C:17]2[N:50]=[C:37]3[CH:33]([CH:34]([CH3:35])[CH3:36])[NH:32][C:40](=[O:48])[C:39]3=[C:44]([C:54]3[CH:68]=[CH:67][C:57]([C:58]([NH:60][CH2:61][C:62]4[O:63][CH:64]=[CH:65][CH:66]=4)=[O:59])=[CH:56][CH:55]=3)[CH:18]=2)=[CH:13][CH:14]=1. (2) Given the reactants [Cl:1][C:2]1[C:3]([CH3:32])=[CH:4][C:5]2[N:9]=[C:8]([N:10]3[CH2:15][CH2:14][CH:13]([C:16](OCC)=[O:17])[CH2:12][CH2:11]3)[N:7]([C:21]3[CH:26]=[CH:25][CH:24]=[C:23]([C:27]([F:30])([F:29])[F:28])[N:22]=3)[C:6]=2[CH:31]=1.[OH-].[Na+].Cl.CC1C=CC(S(O)(=O)=O)=CC=1.[O:47]1[CH2:51][CH2:50][C@@H:49]([NH2:52])[CH2:48]1.C(N(CC)C(C)C)(C)C.F[P-](F)(F)(F)(F)F.N1(OC(N(C)C)=[N+](C)C)C2N=CC=CC=2N=N1, predict the reaction product. The product is: [Cl:1][C:2]1[C:3]([CH3:32])=[CH:4][C:5]2[N:9]=[C:8]([N:10]3[CH2:11][CH2:12][CH:13]([C:16]([NH:52][C@@H:49]4[CH2:50][CH2:51][O:47][CH2:48]4)=[O:17])[CH2:14][CH2:15]3)[N:7]([C:21]3[CH:26]=[CH:25][CH:24]=[C:23]([C:27]([F:29])([F:28])[F:30])[N:22]=3)[C:6]=2[CH:31]=1. (3) Given the reactants [F:1][C:2]1[CH:22]=[CH:21][CH:20]=[CH:19][C:3]=1[O:4][CH:5]1[CH2:10][CH2:9][CH2:8][CH:7]([NH:11]C(=O)OC(C)(C)C)[CH2:6]1.[ClH:23], predict the reaction product. The product is: [ClH:23].[F:1][C:2]1[CH:22]=[CH:21][CH:20]=[CH:19][C:3]=1[O:4][CH:5]1[CH2:10][CH2:9][CH2:8][CH:7]([NH2:11])[CH2:6]1. (4) The product is: [C:26]([NH:1][C:2]1[CH:3]=[C:4]([CH:15]=[CH:16][C:17]=1[CH3:18])[C:5]([N:7]([CH3:14])[C:8]1[CH:9]=[N:10][CH:11]=[CH:12][CH:13]=1)=[O:6])(=[O:30])[CH:27]([CH3:29])[CH3:28]. Given the reactants [NH2:1][C:2]1[CH:3]=[C:4]([CH:15]=[CH:16][C:17]=1[CH3:18])[C:5]([N:7]([CH3:14])[C:8]1[CH:9]=[N:10][CH:11]=[CH:12][CH:13]=1)=[O:6].C(N(CC)CC)C.[C:26](Cl)(=[O:30])[CH:27]([CH3:29])[CH3:28], predict the reaction product. (5) Given the reactants B(Br)(Br)Br.[C:5]([N:8]1[C:17]2[C:12](=[CH:13][C:14]([O:18]C)=[CH:15][CH:16]=2)[C:11]([C:21]2[CH:26]=[CH:25][CH:24]=[CH:23][CH:22]=2)([CH3:20])[CH2:10][C:9]1([CH3:28])[CH3:27])(=[O:7])[CH3:6].O, predict the reaction product. The product is: [C:5]([N:8]1[C:17]2[C:12](=[CH:13][C:14]([OH:18])=[CH:15][CH:16]=2)[C:11]([C:21]2[CH:26]=[CH:25][CH:24]=[CH:23][CH:22]=2)([CH3:20])[CH2:10][C:9]1([CH3:28])[CH3:27])(=[O:7])[CH3:6].